This data is from Forward reaction prediction with 1.9M reactions from USPTO patents (1976-2016). The task is: Predict the product of the given reaction. (1) Given the reactants [CH2:1]([O:3][C:4](=[O:18])[C:5]1[CH:10]=[C:9]([C:11]([F:14])([F:13])[F:12])[C:8]([CH:15]=O)=[C:7]([Cl:17])[CH:6]=1)[CH3:2].[NH:19]1[CH2:22][CH:21]([NH:23][C:24](=[O:30])[O:25][C:26]([CH3:29])([CH3:28])[CH3:27])[CH2:20]1, predict the reaction product. The product is: [Cl:17][C:7]1[CH:6]=[C:5]([CH:10]=[C:9]([C:11]([F:14])([F:13])[F:12])[C:8]=1[CH2:15][N:19]1[CH2:22][CH:21]([NH:23][C:24]([O:25][C:26]([CH3:29])([CH3:28])[CH3:27])=[O:30])[CH2:20]1)[C:4]([O:3][CH2:1][CH3:2])=[O:18]. (2) Given the reactants [NH2:1][C:2]1[C:3]([C:26]([O:28]C)=O)=[N:4][C:5]([C:8]2[CH:13]=[C:12]([C:14]#[C:15][C@:16]3([OH:23])[CH2:20][CH2:19][N:18]([CH3:21])[C:17]3=[O:22])[C:11]([F:24])=[CH:10][C:9]=2[F:25])=[CH:6][CH:7]=1.[NH3:30], predict the reaction product. The product is: [NH2:1][C:2]1[C:3]([C:26]([NH2:30])=[O:28])=[N:4][C:5]([C:8]2[CH:13]=[C:12]([C:14]#[C:15][C@:16]3([OH:23])[CH2:20][CH2:19][N:18]([CH3:21])[C:17]3=[O:22])[C:11]([F:24])=[CH:10][C:9]=2[F:25])=[CH:6][CH:7]=1. (3) Given the reactants [NH2:1][C:2]1[C:3]([N+:13]([O-:15])=[O:14])=[C:4]([CH:10]=[CH:11][CH:12]=1)[C:5]([O:7][CH2:8][CH3:9])=[O:6].[C:16]([O:20][CH2:21][CH3:22])(=[O:19])[CH:17]=O.S([CH2:33][N+:34]#[C-:35])(C1C=CC(C)=CC=1)(=O)=O.C([O-])([O-])=O.[K+].[K+], predict the reaction product. The product is: [CH2:8]([O:7][C:5]([C:4]1[C:3]([N+:13]([O-:15])=[O:14])=[C:2]([N:1]2[C:17]([C:16]([O:20][CH2:21][CH3:22])=[O:19])=[CH:35][N:34]=[CH:33]2)[CH:12]=[CH:11][CH:10]=1)=[O:6])[CH3:9]. (4) Given the reactants C[Si]([C:5]#[N:6])(C)C.[NH2:7][C:8]1[CH:13]=[CH:12][C:11]([CH3:14])=[CH:10][CH:9]=1.[C:15]1(=O)[CH2:19][CH2:18][CH2:17][CH2:16]1, predict the reaction product. The product is: [CH3:14][C:11]1[CH:12]=[CH:13][C:8]([NH:7][C:15]2([C:5]#[N:6])[CH2:19][CH2:18][CH2:17][CH2:16]2)=[CH:9][CH:10]=1. (5) Given the reactants C[O:2][C:3]([CH:5]1[CH2:8][N:7]([C:9]([C:11]2([C:17]3[CH:22]=[CH:21][C:20]([CH2:23][CH2:24][CH2:25][NH:26][C@@H:27]([C:29]4[C:38]5[C:33](=[CH:34][CH:35]=[CH:36][CH:37]=5)[CH:32]=[CH:31][CH:30]=4)[CH3:28])=[CH:19][CH:18]=3)[CH2:16][CH2:15][O:14][CH2:13][CH2:12]2)=[O:10])[CH2:6]1)=[O:4].[Li+].[OH-], predict the reaction product. The product is: [C:29]1([C@H:27]([NH:26][CH2:25][CH2:24][CH2:23][C:20]2[CH:21]=[CH:22][C:17]([C:11]3([C:9]([N:7]4[CH2:6][CH:5]([C:3]([OH:4])=[O:2])[CH2:8]4)=[O:10])[CH2:16][CH2:15][O:14][CH2:13][CH2:12]3)=[CH:18][CH:19]=2)[CH3:28])[C:38]2[C:33](=[CH:34][CH:35]=[CH:36][CH:37]=2)[CH:32]=[CH:31][CH:30]=1. (6) Given the reactants [CH3:1][C:2]1[C:11]([N+:12]([O-:14])=[O:13])=[CH:10][CH:9]=[CH:8][C:3]=1[C:4]([O:6][CH3:7])=[O:5].COC(OC)N(C)C.CN(C)C=O, predict the reaction product. The product is: [N+:12]([C:11]1[CH:10]=[CH:9][CH:8]=[C:3]2[C:2]=1[CH:1]=[CH:7][O:6][C:4]2=[O:5])([O-:14])=[O:13]. (7) Given the reactants Cl[C:2]1[CH:7]=[CH:6][N:5]2[C:8]([C:11]3[CH:16]=[CH:15][C:14]([NH:17][C:18]([NH:20][C:21]4[CH:26]=[CH:25][CH:24]=[C:23]([C:27]([F:30])([F:29])[F:28])[CH:22]=4)=[O:19])=[CH:13][CH:12]=3)=[CH:9][N:10]=[C:4]2[CH:3]=1.[N:31]1[CH:36]=[CH:35][C:34](B(O)O)=[CH:33][CH:32]=1.COC1C=CC=C(OC)C=1C1C=CC=CC=1P(C1CCCCC1)C1CCCCC1.[O-]P([O-])([O-])=O.[K+].[K+].[K+], predict the reaction product. The product is: [N:31]1[CH:36]=[CH:35][C:34]([C:2]2[CH:7]=[CH:6][N:5]3[C:8]([C:11]4[CH:16]=[CH:15][C:14]([NH:17][C:18]([NH:20][C:21]5[CH:26]=[CH:25][CH:24]=[C:23]([C:27]([F:29])([F:30])[F:28])[CH:22]=5)=[O:19])=[CH:13][CH:12]=4)=[CH:9][N:10]=[C:4]3[CH:3]=2)=[CH:33][CH:32]=1. (8) Given the reactants Cl.[CH3:2][O:3][CH:4]1[CH2:7][NH:6][CH2:5]1.F[P-](F)(F)(F)(F)F.N1(O[P+](N2CCCC2)(N2CCCC2)N2CCCC2)C2C=CC=CC=2N=N1.C(N(CC)CC)C.[F:48][C:49]1[CH:69]=[CH:68][C:52]([CH2:53][N:54]2[CH:59]=[C:58]([C:60]([O:62][CH3:63])=[O:61])[C:57](=[O:64])[C:56]([C:65](O)=[O:66])=[CH:55]2)=[CH:51][CH:50]=1, predict the reaction product. The product is: [F:48][C:49]1[CH:50]=[CH:51][C:52]([CH2:53][N:54]2[CH:55]=[C:56]([C:65]([N:6]3[CH2:7][CH:4]([O:3][CH3:2])[CH2:5]3)=[O:66])[C:57](=[O:64])[C:58]([C:60]([O:62][CH3:63])=[O:61])=[CH:59]2)=[CH:68][CH:69]=1. (9) The product is: [F:18][C:15]1[CH:16]=[N:17][C:2]([O:27][C:24]2[CH:25]=[CH:26][C:21]([S:20][CH3:19])=[CH:22][CH:23]=2)=[C:3]([CH:14]=1)[C:4]([NH:6][C@H:7]1[CH2:12][CH2:11][C@H:10]([OH:13])[CH2:9][CH2:8]1)=[O:5]. Given the reactants Cl[C:2]1[N:17]=[CH:16][C:15]([F:18])=[CH:14][C:3]=1[C:4]([NH:6][C@H:7]1[CH2:12][CH2:11][C@H:10]([OH:13])[CH2:9][CH2:8]1)=[O:5].[CH3:19][S:20][C:21]1[CH:26]=[CH:25][C:24]([OH:27])=[CH:23][CH:22]=1.C(=O)([O-])[O-].[Cs+].[Cs+], predict the reaction product.